Dataset: Reaction yield outcomes from USPTO patents with 853,638 reactions. Task: Predict the reaction yield, written as a fraction of the theoretical maximum amount of product (1.0 means a 100% yield; for example, 0.34 means a 34% yield). The reactants are CN1CCOCC1.[CH3:8][O:9][C:10](=[O:54])[NH:11][C@@H:12]([C:16]([N:18]1[CH2:22][CH2:21][CH2:20][CH:19]1[C:23]1[NH:24][C:25]([C:28]2[CH:33]=[CH:32][C:31]([C:34]3[CH:39]=[CH:38][C:37]([C:40]4[NH:41][C:42]([CH2:45][N:46]5[CH2:51][CH2:50][CH2:49][CH:48]([NH2:52])[C:47]5=[O:53])=[N:43][CH:44]=4)=[CH:36][CH:35]=3)=[CH:30][CH:29]=2)=[CH:26][N:27]=1)=[O:17])[CH:13]([CH3:15])[CH3:14].Cl[C:56]([O:58][CH3:59])=[O:57]. The catalyst is ClCCl. The product is [CH3:59][O:58][C:56](=[O:57])[NH:52][C@@H:48]1[CH2:49][CH2:50][CH2:51][N:46]([CH2:45][C:42]2[NH:41][C:40]([C:37]3[CH:38]=[CH:39][C:34]([C:31]4[CH:30]=[CH:29][C:28]([C:25]5[NH:24][C:23]([CH:19]6[CH2:20][CH2:21][CH2:22][N:18]6[C:16](=[O:17])[CH:12]([NH:11][C:10]([O:9][CH3:8])=[O:54])[CH:13]([CH3:15])[CH3:14])=[N:27][CH:26]=5)=[CH:33][CH:32]=4)=[CH:35][CH:36]=3)=[CH:44][N:43]=2)[C:47]1=[O:53]. The yield is 0.320.